From a dataset of Reaction yield outcomes from USPTO patents with 853,638 reactions. Predict the reaction yield, written as a fraction of the theoretical maximum amount of product (1.0 means a 100% yield; for example, 0.34 means a 34% yield). (1) The reactants are [O-]P([O-])([O-])=O.[K+].[K+].[K+].[NH2:9][CH2:10][CH:11]([C:13]1[CH:18]=[CH:17][CH:16]=[CH:15][CH:14]=1)[OH:12].I[C:20]1[CH:25]=[CH:24][CH:23]=[C:22]([N+:26]([O-:28])=[O:27])[CH:21]=1.C(O)CO. The catalyst is [Cl-].[Na+].O.[Cu]I.C(Cl)Cl.C(O)(C)C. The product is [N+:26]([C:22]1[CH:21]=[C:20]([NH:9][CH2:10][CH:11]([C:13]2[CH:18]=[CH:17][CH:16]=[CH:15][CH:14]=2)[OH:12])[CH:25]=[CH:24][CH:23]=1)([O-:28])=[O:27]. The yield is 0.660. (2) The reactants are [CH3:1][S:2]([C:5]1[CH:10]=[CH:9][C:8](B(O)O)=[CH:7][CH:6]=1)(=[O:4])=[O:3].Br[C:15]1[CH:20]=[CH:19][C:18]([OH:21])=[CH:17][CH:16]=1.C([O-])([O-])=O.[Na+].[Na+]. The catalyst is COCCOC.C1C=CC([P]([Pd]([P](C2C=CC=CC=2)(C2C=CC=CC=2)C2C=CC=CC=2)([P](C2C=CC=CC=2)(C2C=CC=CC=2)C2C=CC=CC=2)[P](C2C=CC=CC=2)(C2C=CC=CC=2)C2C=CC=CC=2)(C2C=CC=CC=2)C2C=CC=CC=2)=CC=1. The product is [CH3:1][S:2]([C:5]1[CH:10]=[CH:9][C:8]([C:15]2[CH:20]=[CH:19][C:18]([OH:21])=[CH:17][CH:16]=2)=[CH:7][CH:6]=1)(=[O:4])=[O:3]. The yield is 0.640.